From a dataset of Drug-target binding data from BindingDB using Ki measurements. Regression. Given a target protein amino acid sequence and a drug SMILES string, predict the binding affinity score between them. We predict pKi (pKi = -log10(Ki in M); higher means stronger inhibition). Dataset: bindingdb_ki. (1) The compound is COc1cc2c3cc1Oc1cc(ccc1O)CC1c4c(cc(OC)c(O)c4Oc4ccc(cc4)CC3[NH+](C)CC2)CC[N+]1(C)C. The target protein sequence is AAACPRGQGRTLVSGLIYYITGSSKTNTEEKLMDFLLKEQKYNKLIRPATNSSQLVSIELQVSLAQLISVNEREQIMTTNVWLKQEWTDYRLAWDPSKYQGVKILRIPAKCIWLPDIVLYNNADGTYEVSLYTNAVVRFNGSIFWLPPAIYKSACKIEVKHFPFDQQNCTLKFRSWTYDHTEIDLVLKNAMASMDDFTPSGEWDIVALPGRRTINPLDPSYVDVTYDFIIKRKPLFYTINLIIPCVLITSLAILVFYLPSDCGEKMTLCISVLLALTVFLLLISKIVPPTSLDVPLIGKYLMFTMVLVTFSIVTSVCVLNVHHRSPSTHSMPPWVKLVFLKRLPTFLFMNRPENHPARQRPGPRRRNRAEATSPAELYKNSMYFVNPASAGKIQDTADGTGGQRDFRLRSSKKYQPEVQEAIDGVSFIAEHMKSDDSDQSVIEDWKYVAMVVDRLFLWIFVFVCVLGTVGLFLPPLFQNHSPPESP. The pKi is 5.2. (2) The small molecule is CCSC1CC(n2cc(C)c(=O)[nH]c2=O)OC1CO. The target protein sequence is MLLRSLRSWAARSLRSMGPGSSGSPGSLDSGAGPLWAPRRACPPDKDREKDKEKKAVVCIEGNIASGKTTCLEFFSNTTDVEVLMEPVLKWRNVHGHNPLSLMYHNASRWGLTLQTYVQLTMLDQHTRPQMSPVRLMERSIYSARYIFVENLYRSGKMPEVDYAILSEWFDWIIKNIDVSVDLIVYLRTTPEICYQRLKMRCREEEKVIPVEYLSAIHHLYEEWLVTGSLFPAAAPVLVIEADHNLEKMLELFEQNRARILTPENWKHGP. The pKi is 4.2.